From a dataset of Catalyst prediction with 721,799 reactions and 888 catalyst types from USPTO. Predict which catalyst facilitates the given reaction. (1) Reactant: CS([O:5][CH2:6][C@H:7]1[CH2:12][CH2:11][C@H:10]([C@H:13]2[CH2:18][CH2:17][C@H:16]([CH:19]=[CH2:20])[CH2:15][CH2:14]2)[CH2:9][CH2:8]1)(=O)=O.[F:21][C:22]1[C:27]([F:28])=[C:26]([O:29][CH2:30][CH3:31])[CH:25]=[CH:24][C:23]=1O.P([O-])([O-])([O-])=O.[K+].[K+].[K+].O. Product: [CH2:30]([O:29][C:26]1[CH:25]=[CH:24][C:23]([O:5][CH2:6][C@H:7]2[CH2:12][CH2:11][C@H:10]([C@H:13]3[CH2:18][CH2:17][C@H:16]([CH:19]=[CH2:20])[CH2:15][CH2:14]3)[CH2:9][CH2:8]2)=[C:22]([F:21])[C:27]=1[F:28])[CH3:31]. The catalyst class is: 3. (2) Reactant: [H-].[Na+].[N:3]([CH2:6][C@H:7]([NH:17][C:18](=[O:24])[O:19][C:20]([CH3:23])([CH3:22])[CH3:21])[CH2:8][O:9][CH2:10][C:11]1[CH:16]=[CH:15][CH:14]=[CH:13][CH:12]=1)=[N+:4]=[N-:5].[CH3:25]I. Product: [N:3]([CH2:6][C@H:7]([N:17]([CH3:25])[C:18](=[O:24])[O:19][C:20]([CH3:21])([CH3:23])[CH3:22])[CH2:8][O:9][CH2:10][C:11]1[CH:12]=[CH:13][CH:14]=[CH:15][CH:16]=1)=[N+:4]=[N-:5]. The catalyst class is: 3. (3) Reactant: [C:1]1([B:7]([C:9]2[CH:14]=[CH:13][CH:12]=[CH:11][C:10]=2[O:15][C:16]2[CH:21]=[CH:20][CH:19]=[CH:18][C:17]=2[B:22]([C:24]2[CH:29]=[CH:28][CH:27]=[CH:26][CH:25]=2)[OH:23])[OH:8])[CH:6]=[CH:5][CH:4]=[CH:3][CH:2]=1.O[CH2:31][C:32]1[CH:37]=[CH:36][CH:35]=[CH:34][N:33]=1. Product: [C:1]1([B:7]([C:9]2[CH:14]=[CH:13][CH:12]=[CH:11][C:10]=2[O:15][C:16]2[CH:21]=[CH:20][CH:19]=[CH:18][C:17]=2[B:22]([C:24]2[CH:25]=[CH:26][CH:27]=[CH:28][CH:29]=2)[O:23][CH2:31][C:32]2[CH:37]=[CH:36][CH:35]=[CH:34][N:33]=2)[O:8][CH2:31][C:32]2[CH:37]=[CH:36][CH:35]=[CH:34][N:33]=2)[CH:2]=[CH:3][CH:4]=[CH:5][CH:6]=1. The catalyst class is: 8.